This data is from Antibody paratope prediction from SAbDab with 1,023 antibody chains. The task is: Token-level Classification. Given an antibody amino acid sequence, predict which amino acid positions are active in antigen binding. Output is a list of indices for active paratope positions. (1) Given the antibody sequence: DVLMTQTPLSLPVSLGDQASISCRSSQSLVHSDGNTYLEWYLQKPGQSPNLLIYKLSNRFSGVPDRFSGSGSGTDFTLKISRVEAEDLGVYYCFQGSHVPPTFGGGTKLEIK, which amino acid positions are active in antigen binding (paratope)? The paratope positions are: [30, 31, 32, 33, 34]. (2) Given the antibody sequence: QVTLKESGPGILQPSQTLSLTCSFSGFSLSTNGMGVSWIRQPSGKGLEWLAHIYWDEDKRYNPSLKSRLTISKDTSNNQVFLKITNVDTADTATYYCARRRIIYDVEDYFDYWGQGTTLTVSS, which amino acid positions are active in antigen binding (paratope)? The paratope positions are: [31, 32, 54, 84, 85, 86, 105, 106, 107, 108, 109]. (3) Given the antibody sequence: DVQLQESGPGLVKPSQSLSLTCTVTGYSITSDYAWNWIRQFPGNKLEWMGYITYSGTTSYNPSLKSRISISRDTSKNQFFMQLNSVTTEDTGTFYCTRGNGDWGQGTTLTVSS, which amino acid positions are active in antigen binding (paratope)? The paratope positions are: [31, 53, 83, 84, 85].